From a dataset of Full USPTO retrosynthesis dataset with 1.9M reactions from patents (1976-2016). Predict the reactants needed to synthesize the given product. (1) Given the product [CH3:42][O:43][C:44]([C:45]1[CH:46]=[CH:47][C:48]2[CH:22]=[C:21]([C:3]([CH2:1][CH3:2])([C:6]3[CH:11]=[CH:10][C:9]([O:12][CH2:13][C:14]([CH2:18][CH3:19])([OH:17])[CH2:15][CH3:16])=[C:8]([CH3:20])[CH:7]=3)[CH2:4][CH3:5])[S:25][C:80]=2[CH:79]=1)=[O:40], predict the reactants needed to synthesize it. The reactants are: [CH2:1]([C:3]([C:21]1[S:25]C2C=C(OS(C(F)(F)F)(=O)=O)C=CC=2[CH:22]=1)([C:6]1[CH:11]=[CH:10][C:9]([O:12][CH2:13][C:14]([CH2:18][CH3:19])([OH:17])[CH2:15][CH3:16])=[C:8]([CH3:20])[CH:7]=1)[CH2:4][CH3:5])[CH3:2].CS(C)=[O:40].[CH3:42][OH:43].[CH:44]1C=[CH:48][C:47](P([C:46]2[CH:47]=[CH:48]C=[CH:44][CH:45]=2)CCCCP([C:46]2[CH:47]=[CH:48]C=[CH:44][CH:45]=2)[C:46]2[CH:47]=[CH:48]C=[CH:44][CH:45]=2)=[CH:46][CH:45]=1.CCN([CH2:79][CH3:80])CC. (2) Given the product [CH2:11]([O:10][C:9]1[CH:8]=[CH:7][C:4]([CH:5]=[O:6])=[CH:3][C:2]=1[F:1])[CH3:12], predict the reactants needed to synthesize it. The reactants are: [F:1][C:2]1[CH:3]=[C:4]([CH:7]=[CH:8][C:9]=1[OH:10])[CH:5]=[O:6].[CH2:11](I)[CH3:12]. (3) Given the product [NH:36]1[C:32]([C:31]2[CH:30]=[CH:29][C:28]([C:13]3[N:9]4[N:10]=[CH:11][CH:12]=[C:7]([N:4]5[CH2:5][CH2:6][O:1][CH2:2][CH2:3]5)[C:8]4=[N:15][C:14]=3/[CH:16]=[CH:17]/[C:18]3[CH:27]=[CH:26][C:25]4[C:20](=[CH:21][CH:22]=[CH:23][CH:24]=4)[N:19]=3)=[CH:35][CH:34]=2)=[N:33][N:38]=[N:37]1, predict the reactants needed to synthesize it. The reactants are: [O:1]1[CH2:6][CH2:5][N:4]([C:7]2[C:8]3[N:9]([C:13]([C:28]4[CH:35]=[CH:34][C:31]([C:32]#[N:33])=[CH:30][CH:29]=4)=[C:14](/[CH:16]=[CH:17]/[C:18]4[CH:27]=[CH:26][C:25]5[C:20](=[CH:21][CH:22]=[CH:23][CH:24]=5)[N:19]=4)[N:15]=3)[N:10]=[CH:11][CH:12]=2)[CH2:3][CH2:2]1.[N-:36]=[N+:37]=[N-:38].[Na+].[Cl-].[NH4+].O.